This data is from NCI-60 drug combinations with 297,098 pairs across 59 cell lines. The task is: Regression. Given two drug SMILES strings and cell line genomic features, predict the synergy score measuring deviation from expected non-interaction effect. (1) Drug 1: CCC1(CC2CC(C3=C(CCN(C2)C1)C4=CC=CC=C4N3)(C5=C(C=C6C(=C5)C78CCN9C7C(C=CC9)(C(C(C8N6C=O)(C(=O)OC)O)OC(=O)C)CC)OC)C(=O)OC)O.OS(=O)(=O)O. Drug 2: CC1=C(C(=CC=C1)Cl)NC(=O)C2=CN=C(S2)NC3=CC(=NC(=N3)C)N4CCN(CC4)CCO. Cell line: SNB-19. Synergy scores: CSS=8.04, Synergy_ZIP=-3.74, Synergy_Bliss=3.56, Synergy_Loewe=-8.99, Synergy_HSA=3.77. (2) Drug 1: C1C(C(OC1N2C=NC3=C(N=C(N=C32)Cl)N)CO)O. Drug 2: CC1=C(C(=CC=C1)Cl)NC(=O)C2=CN=C(S2)NC3=CC(=NC(=N3)C)N4CCN(CC4)CCO. Cell line: OVCAR-5. Synergy scores: CSS=18.3, Synergy_ZIP=-7.85, Synergy_Bliss=-2.43, Synergy_Loewe=-3.09, Synergy_HSA=-2.94. (3) Drug 1: CNC(=O)C1=CC=CC=C1SC2=CC3=C(C=C2)C(=NN3)C=CC4=CC=CC=N4. Drug 2: C1=CC=C(C=C1)NC(=O)CCCCCCC(=O)NO. Cell line: SW-620. Synergy scores: CSS=27.4, Synergy_ZIP=0.0530, Synergy_Bliss=1.24, Synergy_Loewe=-0.709, Synergy_HSA=-0.845. (4) Drug 1: C1C(C(OC1N2C=C(C(=O)NC2=O)F)CO)O. Drug 2: C#CCC(CC1=CN=C2C(=N1)C(=NC(=N2)N)N)C3=CC=C(C=C3)C(=O)NC(CCC(=O)O)C(=O)O. Cell line: OVCAR3. Synergy scores: CSS=41.5, Synergy_ZIP=1.81, Synergy_Bliss=-2.01, Synergy_Loewe=-7.39, Synergy_HSA=-2.02. (5) Drug 1: CNC(=O)C1=CC=CC=C1SC2=CC3=C(C=C2)C(=NN3)C=CC4=CC=CC=N4. Drug 2: CC1=C(C=C(C=C1)NC(=O)C2=CC=C(C=C2)CN3CCN(CC3)C)NC4=NC=CC(=N4)C5=CN=CC=C5. Cell line: RPMI-8226. Synergy scores: CSS=-7.21, Synergy_ZIP=0.679, Synergy_Bliss=-1.45, Synergy_Loewe=-5.54, Synergy_HSA=-6.38. (6) Drug 1: C1=CC(=CC=C1CCCC(=O)O)N(CCCl)CCCl. Drug 2: C1CC(=O)NC(=O)C1N2C(=O)C3=CC=CC=C3C2=O. Cell line: SK-MEL-28. Synergy scores: CSS=2.58, Synergy_ZIP=-4.95, Synergy_Bliss=-6.13, Synergy_Loewe=-7.88, Synergy_HSA=-6.36. (7) Drug 1: C1=CC(=CC=C1CC(C(=O)O)N)N(CCCl)CCCl.Cl. Drug 2: CCC1=C2CN3C(=CC4=C(C3=O)COC(=O)C4(CC)O)C2=NC5=C1C=C(C=C5)O. Cell line: BT-549. Synergy scores: CSS=26.9, Synergy_ZIP=0.919, Synergy_Bliss=2.02, Synergy_Loewe=-14.5, Synergy_HSA=1.86.